From a dataset of Catalyst prediction with 721,799 reactions and 888 catalyst types from USPTO. Predict which catalyst facilitates the given reaction. (1) Reactant: [OH:1][CH2:2][C@@H:3]1[O:7][C:6](=[O:8])[N:5]([C:9]2[CH:18]=[C:17]3[C:12]([CH:13]=[C:14]([C:20]4[CH:25]=[CH:24][CH:23]=[CH:22][C:21]=4[C:26]([F:29])([F:28])[F:27])[NH:15][C:16]3=[O:19])=[CH:11][CH:10]=2)[CH2:4]1.[CH3:30][C:31]([O:34][C:35]([N:37]([CH2:39][C:40](O)=[O:41])[CH3:38])=[O:36])([CH3:33])[CH3:32]. Product: [O:8]=[C:6]1[N:5]([C:9]2[CH:18]=[C:17]3[C:12]([CH:13]=[C:14]([C:20]4[CH:25]=[CH:24][CH:23]=[CH:22][C:21]=4[C:26]([F:28])([F:27])[F:29])[NH:15][C:16]3=[O:19])=[CH:11][CH:10]=2)[CH2:4][C@H:3]([CH2:2][O:1][C:40](=[O:41])[CH2:39][N:37]([C:35]([O:34][C:31]([CH3:32])([CH3:30])[CH3:33])=[O:36])[CH3:38])[O:7]1. The catalyst class is: 2. (2) The catalyst class is: 18. Product: [C:1]([C:3]1[CH:4]=[CH:5][C:6]([C:9]2[CH:10]=[N:11][N:12]([C:15]3[CH:23]=[CH:22][C:18]([C:19]([NH:41][CH:39]([CH3:40])[CH3:38])=[O:20])=[CH:17][N:16]=3)[C:13]=2[OH:14])=[CH:7][CH:8]=1)#[N:2]. Reactant: [C:1]([C:3]1[CH:8]=[CH:7][C:6]([C:9]2[CH:10]=[N:11][N:12]([C:15]3[CH:23]=[CH:22][C:18]([C:19](O)=[O:20])=[CH:17][N:16]=3)[C:13]=2[OH:14])=[CH:5][CH:4]=1)#[N:2].CCN=C=NCCCN(C)C.C1[CH:40]=[C:39]2[N:41]=NN(O)[C:38]2=CC=1.O.CCN(C(C)C)C(C)C.CC(N)C.Cl. (3) Reactant: [OH:1][C:2]1[CH:3]=[C:4]2[C:9](=[CH:10][CH:11]=1)[CH:8]=[C:7]([C:12]1[N:17]=[C:16]([C:18]([O:20][CH3:21])=[O:19])[CH:15]=[CH:14][CH:13]=1)[CH:6]=[CH:5]2.C(=O)([O-])[O-].[Cs+].[Cs+].Cl[CH2:29][C:30]1[C:31]([C:38]2[C:43]([Cl:44])=[CH:42][CH:41]=[CH:40][C:39]=2[Cl:45])=[N:32][O:33][C:34]=1[CH:35]([CH3:37])[CH3:36].C(OCC)(=O)C. Product: [Cl:44][C:43]1[CH:42]=[CH:41][CH:40]=[C:39]([Cl:45])[C:38]=1[C:31]1[C:30]([CH2:29][O:1][C:2]2[CH:3]=[C:4]3[C:9](=[CH:10][CH:11]=2)[CH:8]=[C:7]([C:12]2[N:17]=[C:16]([C:18]([O:20][CH3:21])=[O:19])[CH:15]=[CH:14][CH:13]=2)[CH:6]=[CH:5]3)=[C:34]([CH:35]([CH3:37])[CH3:36])[O:33][N:32]=1. The catalyst class is: 35. (4) Reactant: [CH2:1]([O:8][C:9]1[CH:14]=[CH:13][C:12]([CH2:15][C@H:16]([O:29][CH2:30][CH3:31])[C:17](N[C@H](C2C=CC=CC=2)CO)=[O:18])=[CH:11][CH:10]=1)[C:2]1[CH:7]=[CH:6][CH:5]=[CH:4][CH:3]=1.S(=O)(=O)(O)[OH:33]. Product: [CH2:1]([O:8][C:9]1[CH:10]=[CH:11][C:12]([CH2:15][C@H:16]([O:29][CH2:30][CH3:31])[C:17]([OH:18])=[O:33])=[CH:13][CH:14]=1)[C:2]1[CH:3]=[CH:4][CH:5]=[CH:6][CH:7]=1. The catalyst class is: 127. (5) Reactant: [F:1][C:2]([F:11])([F:10])[C:3]1[CH:9]=[CH:8][C:6]([NH2:7])=[CH:5][CH:4]=1.N1C=CC=CC=1.[CH2:18]([N:25]1[C:33]2[C:28](=[CH:29][CH:30]=[CH:31][CH:32]=2)[C:27]([C:34]2[O:35][C:36]([C:39](Cl)=[O:40])=[CH:37][CH:38]=2)=[N:26]1)[C:19]1[CH:24]=[CH:23][CH:22]=[CH:21][CH:20]=1. Product: [CH2:18]([N:25]1[C:33]2[C:28](=[CH:29][CH:30]=[CH:31][CH:32]=2)[C:27]([C:34]2[O:35][C:36]([C:39](=[O:40])[NH:7][C:6]3[CH:8]=[CH:9][C:3]([C:2]([F:10])([F:11])[F:1])=[CH:4][CH:5]=3)=[CH:37][CH:38]=2)=[N:26]1)[C:19]1[CH:24]=[CH:23][CH:22]=[CH:21][CH:20]=1. The catalyst class is: 1. (6) Reactant: C1([NH:4][C:5]2[C:6]3[S:13][CH:12]=[C:11](/[CH:14]=[CH:15]/[C:16]4[CH:21]=[CH:20][CH:19]=[CH:18][CH:17]=4)[C:7]=3[N:8]=[CH:9][N:10]=2)CC1. Product: [CH2:14]([C:11]1[C:7]2[N:8]=[CH:9][N:10]=[C:5]([NH2:4])[C:6]=2[S:13][CH:12]=1)[CH2:15][C:16]1[CH:17]=[CH:18][CH:19]=[CH:20][CH:21]=1. The catalyst class is: 833. (7) The catalyst class is: 1. Reactant: [CH3:1][O:2][C:3](=[O:17])[CH2:4][CH2:5][CH:6]([NH2:16])[C:7]1[CH:12]=[CH:11][CH:10]=[C:9]([N+:13]([O-:15])=[O:14])[CH:8]=1.C(N(CC)CC)C.[C:25]([O:29][C:30](O[C:30]([O:29][C:25]([CH3:28])([CH3:27])[CH3:26])=[O:31])=[O:31])([CH3:28])([CH3:27])[CH3:26]. Product: [CH3:1][O:2][C:3](=[O:17])[CH2:4][CH2:5][CH:6]([NH:16][C:30]([O:29][C:25]([CH3:28])([CH3:27])[CH3:26])=[O:31])[C:7]1[CH:12]=[CH:11][CH:10]=[C:9]([N+:13]([O-:15])=[O:14])[CH:8]=1.